This data is from Retrosynthesis with 50K atom-mapped reactions and 10 reaction types from USPTO. The task is: Predict the reactants needed to synthesize the given product. (1) Given the product Fc1cccnc1N1CCN(Cc2nc3ccccc3[nH]2)CC1, predict the reactants needed to synthesize it. The reactants are: ClCc1nc2ccccc2[nH]1.Fc1cccnc1N1CCNCC1. (2) Given the product CC#CC(C)Oc1cc(N)c(Cl)cc1C(=O)OC, predict the reactants needed to synthesize it. The reactants are: CC#CC(C)Oc1cc(NC(C)=O)c(Cl)cc1C(=O)OC.